From a dataset of NCI-60 drug combinations with 297,098 pairs across 59 cell lines. Regression. Given two drug SMILES strings and cell line genomic features, predict the synergy score measuring deviation from expected non-interaction effect. (1) Cell line: MDA-MB-435. Synergy scores: CSS=39.1, Synergy_ZIP=-0.737, Synergy_Bliss=-4.62, Synergy_Loewe=-37.9, Synergy_HSA=-4.01. Drug 1: CCC1=CC2CC(C3=C(CN(C2)C1)C4=CC=CC=C4N3)(C5=C(C=C6C(=C5)C78CCN9C7C(C=CC9)(C(C(C8N6C)(C(=O)OC)O)OC(=O)C)CC)OC)C(=O)OC.C(C(C(=O)O)O)(C(=O)O)O. Drug 2: C1CC(=O)NC(=O)C1N2C(=O)C3=CC=CC=C3C2=O. (2) Synergy scores: CSS=30.0, Synergy_ZIP=6.58, Synergy_Bliss=13.0, Synergy_Loewe=12.3, Synergy_HSA=12.5. Cell line: IGROV1. Drug 2: CC1C(C(=O)NC(C(=O)N2CCCC2C(=O)N(CC(=O)N(C(C(=O)O1)C(C)C)C)C)C(C)C)NC(=O)C3=C4C(=C(C=C3)C)OC5=C(C(=O)C(=C(C5=N4)C(=O)NC6C(OC(=O)C(N(C(=O)CN(C(=O)C7CCCN7C(=O)C(NC6=O)C(C)C)C)C)C(C)C)C)N)C. Drug 1: C1=CC(=CC=C1CC(C(=O)O)N)N(CCCl)CCCl.Cl. (3) Drug 2: B(C(CC(C)C)NC(=O)C(CC1=CC=CC=C1)NC(=O)C2=NC=CN=C2)(O)O. Drug 1: C1=CC(=C2C(=C1NCCNCCO)C(=O)C3=C(C=CC(=C3C2=O)O)O)NCCNCCO. Cell line: HT29. Synergy scores: CSS=38.3, Synergy_ZIP=1.89, Synergy_Bliss=4.40, Synergy_Loewe=5.36, Synergy_HSA=3.57. (4) Drug 1: CC12CCC(CC1=CCC3C2CCC4(C3CC=C4C5=CN=CC=C5)C)O. Drug 2: CC1=C2C(C(=O)C3(C(CC4C(C3C(C(C2(C)C)(CC1OC(=O)C(C(C5=CC=CC=C5)NC(=O)OC(C)(C)C)O)O)OC(=O)C6=CC=CC=C6)(CO4)OC(=O)C)O)C)O. Cell line: HOP-92. Synergy scores: CSS=35.0, Synergy_ZIP=5.07, Synergy_Bliss=5.13, Synergy_Loewe=-29.7, Synergy_HSA=6.31. (5) Drug 1: CN1CCC(CC1)COC2=C(C=C3C(=C2)N=CN=C3NC4=C(C=C(C=C4)Br)F)OC. Drug 2: CCC1(CC2CC(C3=C(CCN(C2)C1)C4=CC=CC=C4N3)(C5=C(C=C6C(=C5)C78CCN9C7C(C=CC9)(C(C(C8N6C)(C(=O)OC)O)OC(=O)C)CC)OC)C(=O)OC)O.OS(=O)(=O)O. Cell line: SK-OV-3. Synergy scores: CSS=39.0, Synergy_ZIP=-4.37, Synergy_Bliss=2.11, Synergy_Loewe=-7.52, Synergy_HSA=3.79. (6) Drug 1: CS(=O)(=O)C1=CC(=C(C=C1)C(=O)NC2=CC(=C(C=C2)Cl)C3=CC=CC=N3)Cl. Synergy scores: CSS=3.31, Synergy_ZIP=5.31, Synergy_Bliss=13.1, Synergy_Loewe=5.09, Synergy_HSA=5.66. Cell line: SK-MEL-28. Drug 2: CNC(=O)C1=CC=CC=C1SC2=CC3=C(C=C2)C(=NN3)C=CC4=CC=CC=N4. (7) Drug 1: CCCS(=O)(=O)NC1=C(C(=C(C=C1)F)C(=O)C2=CNC3=C2C=C(C=N3)C4=CC=C(C=C4)Cl)F. Drug 2: CNC(=O)C1=CC=CC=C1SC2=CC3=C(C=C2)C(=NN3)C=CC4=CC=CC=N4. Cell line: M14. Synergy scores: CSS=48.1, Synergy_ZIP=7.62, Synergy_Bliss=9.34, Synergy_Loewe=-6.97, Synergy_HSA=6.82. (8) Drug 1: CC1=C2C(C(=O)C3(C(CC4C(C3C(C(C2(C)C)(CC1OC(=O)C(C(C5=CC=CC=C5)NC(=O)OC(C)(C)C)O)O)OC(=O)C6=CC=CC=C6)(CO4)OC(=O)C)O)C)O. Drug 2: CN(C(=O)NC(C=O)C(C(C(CO)O)O)O)N=O. Cell line: SNB-19. Synergy scores: CSS=6.47, Synergy_ZIP=2.16, Synergy_Bliss=6.09, Synergy_Loewe=1.80, Synergy_HSA=6.06. (9) Drug 1: COC1=C(C=C2C(=C1)N=CN=C2NC3=CC(=C(C=C3)F)Cl)OCCCN4CCOCC4. Drug 2: CC1CCC2CC(C(=CC=CC=CC(CC(C(=O)C(C(C(=CC(C(=O)CC(OC(=O)C3CCCCN3C(=O)C(=O)C1(O2)O)C(C)CC4CCC(C(C4)OC)OCCO)C)C)O)OC)C)C)C)OC. Cell line: SK-MEL-2. Synergy scores: CSS=1.27, Synergy_ZIP=-4.82, Synergy_Bliss=-21.0, Synergy_Loewe=-23.8, Synergy_HSA=-23.5.